This data is from Catalyst prediction with 721,799 reactions and 888 catalyst types from USPTO. The task is: Predict which catalyst facilitates the given reaction. (1) Reactant: Br[C:2]1[CH:9]=[CH:8][C:5]([C:6]#[N:7])=[CH:4][C:3]=1[O:10][C:11]([F:14])([F:13])[F:12].[C:15]([O-])([O-])=O.[K+].[K+].CB1OB(C)OB(C)O1. Product: [CH3:15][C:2]1[CH:9]=[CH:8][C:5]([C:6]#[N:7])=[CH:4][C:3]=1[O:10][C:11]([F:14])([F:13])[F:12]. The catalyst class is: 455. (2) Reactant: C([NH:5][S:6]([C:9]1[C:14]([O:15][CH3:16])=[CH:13][CH:12]=[CH:11][C:10]=1[I:17])(=[O:8])=[O:7])(C)(C)C. Product: [I:17][C:10]1[CH:11]=[CH:12][CH:13]=[C:14]([O:15][CH3:16])[C:9]=1[S:6]([NH2:5])(=[O:8])=[O:7]. The catalyst class is: 55. (3) Reactant: Cl.C([N:5]1[CH:10]([CH2:11][C:12]2[CH:17]=[CH:16][CH:15]=[CH:14][CH:13]=2)[C:9](=[O:18])[NH:8][C:7](=[CH:19][C:20]2[CH:25]=[CH:24][CH:23]=[CH:22][C:21]=2[Br:26])[C:6]1=[O:27])(=O)C. Product: [CH2:11]([CH:10]1[NH:5][C:6](=[O:27])[C:7](=[CH:19][C:20]2[CH:25]=[CH:24][CH:23]=[CH:22][C:21]=2[Br:26])[NH:8][C:9]1=[O:18])[C:12]1[CH:17]=[CH:16][CH:15]=[CH:14][CH:13]=1. The catalyst class is: 1. (4) Reactant: [H-].C([Al+]CC(C)C)C(C)C.[C:11]([C@@H:14]1[CH2:19][CH2:18][C@H:17]([NH:20][C:21](=[O:27])[O:22][C:23]([CH3:26])([CH3:25])[CH3:24])[CH2:16][CH2:15]1)(=[O:13])[CH3:12].C(C(C(C([O-])=O)O)O)([O-])=O.[K+].[Na+]. Product: [OH:13][CH:11]([C@@H:14]1[CH2:15][CH2:16][C@H:17]([NH:20][C:21](=[O:27])[O:22][C:23]([CH3:26])([CH3:25])[CH3:24])[CH2:18][CH2:19]1)[CH3:12]. The catalyst class is: 247. (5) Reactant: [NH2:1][C:2]1[CH:7]=[C:6]([C:8]#[N:9])[CH:5]=[C:4]([CH3:10])[C:3]=1[N:11]([C:19]([O:21][C:22]([CH3:25])([CH3:24])[CH3:23])=[O:20])[C:12]([O:14][C:15]([CH3:18])([CH3:17])[CH3:16])=[O:13].N1C=CC=CC=1.Cl[C:33]([O:35][CH2:36][CH2:37][CH2:38][CH2:39][CH2:40][CH2:41][CH3:42])=[O:34]. Product: [C:22]([O:21][C:19]([N:11]([C:3]1[C:4]([CH3:10])=[CH:5][C:6]([C:8]#[N:9])=[CH:7][C:2]=1[NH:1][C:33]([O:35][CH2:36][CH2:37][CH2:38][CH2:39][CH2:40][CH2:41][CH3:42])=[O:34])[C:12](=[O:13])[O:14][C:15]([CH3:18])([CH3:16])[CH3:17])=[O:20])([CH3:25])([CH3:24])[CH3:23]. The catalyst class is: 6.